This data is from Forward reaction prediction with 1.9M reactions from USPTO patents (1976-2016). The task is: Predict the product of the given reaction. (1) Given the reactants [Br:1][C:2]1[CH:3]=[N:4][N:5]([C@@H:7]([CH3:21])[C@@H:8]([N:10]2C(=O)C3C(=CC=CC=3)C2=O)[CH3:9])[CH:6]=1.O.NN, predict the reaction product. The product is: [Br:1][C:2]1[CH:3]=[N:4][N:5]([C@@H:7]([CH3:21])[C@@H:8]([NH2:10])[CH3:9])[CH:6]=1. (2) Given the reactants [NH2:1][CH2:2][CH:3]([OH:6])[CH2:4][NH2:5].[F:7][C:8]([F:15])([F:14])[C:9](OCC)=O, predict the reaction product. The product is: [F:7][C:8]([F:15])([F:14])[C:9]1[NH:1][CH2:2][CH:3]([OH:6])[CH2:4][N:5]=1. (3) Given the reactants Br[C:2]1[CH:7]=[CH:6][C:5]([O:8][CH2:9][C:10]2[CH:15]=[CH:14][CH:13]=[CH:12][CH:11]=2)=[CH:4][C:3]=1[CH:16]([CH3:18])[CH3:17].C([Li])CCC.[B:24](OCC)([O:28]CC)[O:25]CC, predict the reaction product. The product is: [CH2:9]([O:8][C:5]1[CH:6]=[CH:7][C:2]([B:24]([OH:28])[OH:25])=[C:3]([CH:16]([CH3:18])[CH3:17])[CH:4]=1)[C:10]1[CH:15]=[CH:14][CH:13]=[CH:12][CH:11]=1.